This data is from Peptide-MHC class II binding affinity with 134,281 pairs from IEDB. The task is: Regression. Given a peptide amino acid sequence and an MHC pseudo amino acid sequence, predict their binding affinity value. This is MHC class II binding data. (1) The peptide sequence is CDERVSSDQSALSEF. The MHC is HLA-DQA10501-DQB10303 with pseudo-sequence HLA-DQA10501-DQB10303. The binding affinity (normalized) is 0.388. (2) The peptide sequence is PLMSSKFPELGMNPS. The MHC is DRB1_1602 with pseudo-sequence DRB1_1602. The binding affinity (normalized) is 0.0704. (3) The peptide sequence is KGTSYKICTDKMFFV. The MHC is DRB1_0901 with pseudo-sequence DRB1_0901. The binding affinity (normalized) is 0.185. (4) The peptide sequence is TPESATPFPHRKGVL. The MHC is HLA-DQA10301-DQB10302 with pseudo-sequence HLA-DQA10301-DQB10302. The binding affinity (normalized) is 0.221. (5) The peptide sequence is LWNGPMAVSMTGVMR. The MHC is DRB5_0101 with pseudo-sequence DRB5_0101. The binding affinity (normalized) is 0.339. (6) The peptide sequence is LNDSGETVKCRAPGG. The MHC is DRB1_0701 with pseudo-sequence DRB1_0701. The binding affinity (normalized) is 0. (7) The peptide sequence is VTVNPFVSVATANAKVLI. The MHC is DRB3_0101 with pseudo-sequence DRB3_0101. The binding affinity (normalized) is 0.0305.